This data is from Peptide-MHC class II binding affinity with 134,281 pairs from IEDB. The task is: Regression. Given a peptide amino acid sequence and an MHC pseudo amino acid sequence, predict their binding affinity value. This is MHC class II binding data. (1) The peptide sequence is GTKTPVSPGEMRLRD. The MHC is HLA-DQA10201-DQB10303 with pseudo-sequence HLA-DQA10201-DQB10303. The binding affinity (normalized) is 0. (2) The peptide sequence is ECEWPLTHTIGTSVE. The MHC is HLA-DQA10201-DQB10402 with pseudo-sequence HLA-DQA10201-DQB10402. The binding affinity (normalized) is 0.603.